Dataset: Full USPTO retrosynthesis dataset with 1.9M reactions from patents (1976-2016). Task: Predict the reactants needed to synthesize the given product. (1) Given the product [Cl:1][C:2]1[CH:7]=[C:6]([CH3:8])[C:5]([CH3:9])=[CH:4][C:3]=1[C:10]1[C:11](=[O:12])[N:13]([CH3:14])[C:15]2([CH2:20][CH2:19][N:18]([O:21][CH3:22])[CH2:17][CH2:16]2)[C:23]=1[OH:26], predict the reactants needed to synthesize it. The reactants are: [Cl:1][C:2]1[CH:7]=[C:6]([CH3:8])[C:5]([CH3:9])=[CH:4][C:3]=1[CH2:10][C:11]([N:13]([C:15]1([C:23]#N)[CH2:20][CH2:19][N:18]([O:21][CH3:22])[CH2:17][CH2:16]1)[CH3:14])=[O:12].S(=O)(=O)(O)[OH:26].[OH-].[Na+]. (2) Given the product [OH:20][CH2:19][C:15]1[C:14]([O:13][CH3:12])=[CH:18][S:17][CH:16]=1, predict the reactants needed to synthesize it. The reactants are: [H-].[Al+3].[Li+].[H-].[H-].[H-].C1COCC1.[CH3:12][O:13][C:14]1[C:15]([C:19](OC)=[O:20])=[CH:16][S:17][CH:18]=1.[OH-].[Na+]. (3) Given the product [S:3]1[C:2]2[C:22]3[CH:21]=[CH:20][CH:19]=[CH:18][C:17]=3[CH:8]=[N:7][C:6]=2[CH:5]=[CH:4]1, predict the reactants needed to synthesize it. The reactants are: Br[C:2]1[S:3][CH:4]=[CH:5][C:6]=1[NH:7][C:8](=O)OC(C)(C)C.C([C:17]1[CH:22]=[CH:21][CH:20]=[CH:19][C:18]=1B(O)O)=O.C(=O)(O)[O-].[Na+].Cl.[OH-].[Na+]. (4) The reactants are: [CH3:1][C:2]1([CH3:14])[O:6][C@@H:5]([CH2:7][CH2:8]OS(C)(=O)=O)[CH2:4][O:3]1.[N-:15]=[N+:16]=[N-:17].[Na+]. Given the product [N:15]([CH2:8][CH2:7][C@H:5]1[CH2:4][O:3][C:2]([CH3:14])([CH3:1])[O:6]1)=[N+:16]=[N-:17], predict the reactants needed to synthesize it. (5) Given the product [CH3:34][C:21]1[CH:20]=[C:19]([CH2:17][N:14]2[CH2:15][CH2:16][CH:12]([C:6]3[CH:11]=[CH:10][CH:9]=[CH:8][CH:7]=3)[CH2:13]2)[CH:33]=[CH:32][C:22]=1[O:23][C:24]1[CH:31]=[CH:30][C:27]([C:28]#[N:29])=[CH:26][N:25]=1, predict the reactants needed to synthesize it. The reactants are: P(=O)(O)(O)O.[C:6]1([CH:12]2[CH2:16][CH2:15][NH:14][CH2:13]2)[CH:11]=[CH:10][CH:9]=[CH:8][CH:7]=1.[CH:17]([C:19]1[CH:33]=[CH:32][C:22]([O:23][C:24]2[CH:31]=[CH:30][C:27]([C:28]#[N:29])=[CH:26][N:25]=2)=[C:21]([CH3:34])[CH:20]=1)=O.C(O[BH-](OC(=O)C)OC(=O)C)(=O)C.[Na+].C(O)(=O)C. (6) Given the product [Cl:8][C:6]1[N:5]=[CH:4][N:3]=[C:2]([NH:9][C:10]2[CH:18]=[CH:17][CH:16]=[C:15]3[C:11]=2[CH:12]=[CH:13][NH:14]3)[CH:7]=1, predict the reactants needed to synthesize it. The reactants are: Cl[C:2]1[CH:7]=[C:6]([Cl:8])[N:5]=[CH:4][N:3]=1.[NH2:9][C:10]1[CH:18]=[CH:17][CH:16]=[C:15]2[C:11]=1[CH:12]=[CH:13][NH:14]2.C(N(CC)C(C)C)(C)C. (7) Given the product [Cl:1][C:2]1[CH:19]=[CH:18][C:5]([C:6](=[O:7])[CH2:8][C:9]([O:10][CH2:11][CH3:15])=[O:17])=[C:4]([F:20])[CH:3]=1, predict the reactants needed to synthesize it. The reactants are: [Cl:1][C:2]1[CH:19]=[CH:18][C:5]([C:6]([CH:8]2C(=O)O[C:11](C)([CH3:15])[O:10][C:9]2=[O:17])=[O:7])=[C:4]([F:20])[CH:3]=1. (8) Given the product [NH2:25][CH2:24]/[CH:23]=[CH:22]/[C:20]1[CH2:21][C@H:15]2[C:14](=[O:43])[N:13]([CH2:44][O:45][CH2:46][CH2:47][Si:48]([CH3:51])([CH3:50])[CH3:49])[C:12]3[CH:52]=[C:53]([O:54][CH2:55][CH2:56][CH2:57][O:58][C:59]4[C:60]([O:86][CH3:87])=[CH:61][C:62]5[C:68](=[O:69])[N:67]6[CH:70]=[C:71](/[CH:73]=[CH:74]/[CH3:75])[CH2:72][C@H:66]6[C:65](=[O:76])[N:64]([CH2:77][O:78][CH2:79][CH2:80][Si:81]([CH3:84])([CH3:83])[CH3:82])[C:63]=5[CH:85]=4)[C:9]([O:8][CH3:7])=[CH:10][C:11]=3[C:17](=[O:18])[N:16]2[CH:19]=1, predict the reactants needed to synthesize it. The reactants are: N1CCCCC1.[CH3:7][O:8][C:9]1[C:53]([O:54][CH2:55][CH2:56][CH2:57][O:58][C:59]2[C:60]([O:86][CH3:87])=[CH:61][C:62]3[C:68](=[O:69])[N:67]4[CH:70]=[C:71](/[CH:73]=[CH:74]/[CH3:75])[CH2:72][C@H:66]4[C:65](=[O:76])[N:64]([CH2:77][O:78][CH2:79][CH2:80][Si:81]([CH3:84])([CH3:83])[CH3:82])[C:63]=3[CH:85]=2)=[CH:52][C:12]2[N:13]([CH2:44][O:45][CH2:46][CH2:47][Si:48]([CH3:51])([CH3:50])[CH3:49])[C:14](=[O:43])[C@@H:15]3[CH2:21][C:20](/[CH:22]=[CH:23]/[CH2:24][NH:25]C(=O)OCC4C5C=CC=CC=5C5C4=CC=CC=5)=[CH:19][N:16]3[C:17](=[O:18])[C:11]=2[CH:10]=1. (9) Given the product [CH:12]1[C:13]2[N:14]([CH2:17][CH2:18][O:19][CH2:20][CH2:21][OH:22])[C:15]3[C:7](=[CH:6][CH:5]=[CH:4][CH:3]=3)[C:8]=2[CH:9]=[CH:10][CH:11]=1, predict the reactants needed to synthesize it. The reactants are: [OH-].[Na+].[CH:3]1[C:15]2[NH:14][C:13]3[C:8](=[CH:9][CH:10]=[CH:11][CH:12]=3)[C:7]=2[CH:6]=[CH:5][CH:4]=1.Cl[CH2:17][CH2:18][O:19][CH2:20][CH2:21][O:22]C1CCCCO1.